From a dataset of Catalyst prediction with 721,799 reactions and 888 catalyst types from USPTO. Predict which catalyst facilitates the given reaction. (1) The catalyst class is: 4. Reactant: [I:1][C:2]1[CH:8]=[CH:7][C:5]([NH2:6])=[CH:4][CH:3]=1.N1C=CC=CC=1.[C:15](O[C:15]([C:17]([F:20])([F:19])[F:18])=[O:16])([C:17]([F:20])([F:19])[F:18])=[O:16].O. Product: [F:18][C:17]([F:20])([F:19])[C:15]([NH:6][C:5]1[CH:7]=[CH:8][C:2]([I:1])=[CH:3][CH:4]=1)=[O:16]. (2) Reactant: [NH2:1][C@@H:2]([C:5]1[CH:6]=[N:7][CH:8]=[C:9]([CH:12]=1)[C:10]#[N:11])[CH2:3][CH3:4].[Cl:13][C:14]1[C:21]([C:22]#[C:23][Si](C)(C)C)=[C:20](F)[CH:19]=[CH:18][C:15]=1[C:16]#[N:17].C([O-])([O-])=O.[K+].[K+].C([O-])(O)=O.[Na+]. Product: [Cl:13][C:14]1[C:15]([C:16]#[N:17])=[CH:18][CH:19]=[C:20]2[C:21]=1[CH:22]=[CH:23][N:1]2[C@@H:2]([C:5]1[CH:6]=[N:7][CH:8]=[C:9]([C:10]#[N:11])[CH:12]=1)[CH2:3][CH3:4]. The catalyst class is: 37. (3) Reactant: [C:1]([C:4]1[CH:5]=[C:6]([N:10]2[CH2:15][CH2:14][N:13](C(OC(C)(C)C)=O)[CH2:12][CH:11]2[C:23](=[O:38])[NH:24][C:25]2[CH:30]=[CH:29][C:28]([N:31]3[CH2:36][CH2:35][CH2:34][CH2:33][C:32]3=[O:37])=[CH:27][CH:26]=2)[CH:7]=[CH:8][CH:9]=1)(=[O:3])[NH2:2].[ClH:39]. Product: [ClH:39].[O:37]=[C:32]1[CH2:33][CH2:34][CH2:35][CH2:36][N:31]1[C:28]1[CH:29]=[CH:30][C:25]([NH:24][C:23]([CH:11]2[CH2:12][NH:13][CH2:14][CH2:15][N:10]2[C:6]2[CH:7]=[CH:8][CH:9]=[C:4]([C:1](=[O:3])[NH2:2])[CH:5]=2)=[O:38])=[CH:26][CH:27]=1. The catalyst class is: 12.